Dataset: Forward reaction prediction with 1.9M reactions from USPTO patents (1976-2016). Task: Predict the product of the given reaction. (1) Given the reactants [F:1][C:2]([F:19])([CH:16]([F:18])[F:17])[CH2:3][O:4][C:5]1[CH:6]=[C:7]([CH:12]=[CH:13][C:14]=1C)S([O-])(=O)=O.[OH:20][C:21]1C=C(C=CC=1)C=O.C(=O)([O-])[O-].[K+].[K+], predict the reaction product. The product is: [F:19][C:2]([F:1])([CH:16]([F:17])[F:18])[CH2:3][O:4][C:5]1[CH:6]=[C:7]([CH:12]=[CH:13][CH:14]=1)[CH:21]=[O:20]. (2) Given the reactants [F:1][C:2]([F:25])([C:6]([F:24])([F:23])[C:7]([F:22])([F:21])[C:8]([F:20])([F:19])[C:9]([F:18])([F:17])[C:10]([F:16])([F:15])[C:11]([F:14])([F:13])[F:12])[C:3]([OH:5])=[O:4].[CH3:26]O.S(=O)(=O)(O)O, predict the reaction product. The product is: [F:1][C:2]([F:25])([C:6]([F:23])([F:24])[C:7]([F:21])([F:22])[C:8]([F:19])([F:20])[C:9]([F:17])([F:18])[C:10]([F:15])([F:16])[C:11]([F:14])([F:13])[F:12])[C:3]([O:5][CH3:26])=[O:4]. (3) Given the reactants [NH2:1][C:2]1[CH:7]=[CH:6][C:5]([Cl:8])=[CH:4][C:3]=1[C:9]([C:11]1[CH:16]=[CH:15][CH:14]=[CH:13][CH:12]=1)=[O:10].[CH3:17][O:18][C:19](=[O:32])[CH2:20][CH2:21][C:22]1[CH:27]=[CH:26][C:25]([S:28](Cl)(=[O:30])=[O:29])=[CH:24][CH:23]=1, predict the reaction product. The product is: [CH3:17][O:18][C:19](=[O:32])[CH2:20][CH2:21][C:22]1[CH:27]=[CH:26][C:25]([S:28](=[O:29])(=[O:30])[NH:1][C:2]2[CH:7]=[CH:6][C:5]([Cl:8])=[CH:4][C:3]=2[C:9](=[O:10])[C:11]2[CH:12]=[CH:13][CH:14]=[CH:15][CH:16]=2)=[CH:24][CH:23]=1. (4) Given the reactants C(OC([NH:8][CH2:9][CH2:10][CH2:11][C@@H:12]([CH2:18][C:19]1[N:20]=[CH:21][N:22]2[C:31]3[C:26](=[CH:27][CH:28]=[CH:29][CH:30]=3)[CH2:25][CH2:24][C:23]=12)[C:13]([O:15][CH2:16][CH3:17])=[O:14])=O)(C)(C)C.[ClH:32], predict the reaction product. The product is: [ClH:32].[ClH:32].[NH2:8][CH2:9][CH2:10][CH2:11][C@@H:12]([CH2:18][C:19]1[N:20]=[CH:21][N:22]2[C:31]3[C:26](=[CH:27][CH:28]=[CH:29][CH:30]=3)[CH2:25][CH2:24][C:23]=12)[C:13]([O:15][CH2:16][CH3:17])=[O:14]. (5) Given the reactants [C:1]([O:5][C:6]([NH:8][C:9]1[N:10]=[CH:11][C:12]([CH:15]([C:23]#[N:24])[CH2:16][CH2:17][C:18](OCC)=[O:19])=[N:13][CH:14]=1)=[O:7])([CH3:4])([CH3:3])[CH3:2], predict the reaction product. The product is: [O:19]=[C:18]1[NH:24][CH2:23][CH:15]([C:12]2[N:13]=[CH:14][C:9]([NH:8][C:6](=[O:7])[O:5][C:1]([CH3:4])([CH3:3])[CH3:2])=[N:10][CH:11]=2)[CH2:16][CH2:17]1. (6) Given the reactants [CH3:1][O:2][C:3](=[O:12])[CH2:4][C:5]1[CH:10]=[CH:9][C:8]([OH:11])=[CH:7][CH:6]=1.C([O-])([O-])=O.[K+].[K+].[CH2:19](Cl)[C:20]1[CH:25]=[CH:24][CH:23]=[CH:22][CH:21]=1, predict the reaction product. The product is: [CH3:1][O:2][C:3](=[O:12])[CH2:4][C:5]1[CH:10]=[CH:9][C:8]([O:11][CH2:19][C:20]2[CH:25]=[CH:24][CH:23]=[CH:22][CH:21]=2)=[CH:7][CH:6]=1.